From a dataset of Reaction yield outcomes from USPTO patents with 853,638 reactions. Predict the reaction yield, written as a fraction of the theoretical maximum amount of product (1.0 means a 100% yield; for example, 0.34 means a 34% yield). (1) The reactants are Br[C:2]1[CH:10]=[CH:9][CH:8]=[C:7]2[C:3]=1[C:4]1([C:20]3=[CH:21][C:22]4[O:26][CH2:25][O:24][C:23]=4[CH:27]=[C:19]3[O:18][CH2:17]1)[C:5](=[O:16])[N:6]2[CH2:11][CH2:12][CH2:13][CH2:14][CH3:15].C(P(C(C)(C)C)C1C=CC=CC=1C1C=CC=CC=1)(C)(C)C.C([Sn]([C:62]#[N:63])(CCCC)CCCC)CCC.[C-]#N.[K+]. The catalyst is C1C=CC(/C=C/C(/C=C/C2C=CC=CC=2)=O)=CC=1.C1C=CC(/C=C/C(/C=C/C2C=CC=CC=2)=O)=CC=1.C1C=CC(/C=C/C(/C=C/C2C=CC=CC=2)=O)=CC=1.[Pd].[Pd]. The product is [O:16]=[C:5]1[C:4]2([C:20]3=[CH:21][C:22]4[O:26][CH2:25][O:24][C:23]=4[CH:27]=[C:19]3[O:18][CH2:17]2)[C:3]2[C:2]([C:62]#[N:63])=[CH:10][CH:9]=[CH:8][C:7]=2[N:6]1[CH2:11][CH2:12][CH2:13][CH2:14][CH3:15]. The yield is 0.330. (2) The reactants are [C:1]([C:4]1[CH:13]=[C:8]([C:9]([O:11][CH3:12])=[O:10])[C:7]([OH:14])=[CH:6][CH:5]=1)(=[O:3])[CH3:2].C(=O)([O-])[O-].[K+].[K+].[CH2:21](Br)[C:22]1[CH:27]=[CH:26][CH:25]=[CH:24][CH:23]=1. The catalyst is C(#N)C. The product is [CH3:12][O:11][C:9](=[O:10])[C:8]1[CH:13]=[C:4]([C:1](=[O:3])[CH3:2])[CH:5]=[CH:6][C:7]=1[O:14][CH2:21][C:22]1[CH:27]=[CH:26][CH:25]=[CH:24][CH:23]=1. The yield is 1.00.